This data is from Reaction yield outcomes from USPTO patents with 853,638 reactions. The task is: Predict the reaction yield, written as a fraction of the theoretical maximum amount of product (1.0 means a 100% yield; for example, 0.34 means a 34% yield). The reactants are [C:1](Cl)(=[O:29])[O:2][C:3]1[CH:8]=[CH:7][C:6]([CH2:9][C@@H:10]2[C@@H:14]([CH2:15][C:16]3[CH:21]=[CH:20][C:19]([O:22][CH3:23])=[C:18]([O:24][CH3:25])[CH:17]=3)[CH2:13][O:12][C:11]2=[O:26])=[CH:5][C:4]=1[O:27][CH3:28].[NH:31]1[CH2:35][CH2:34][CH2:33][CH2:32]1.[NH4+].[Cl-]. The catalyst is C(Cl)Cl. The product is [N:31]1([C:1]([O:2][C:3]2[CH:8]=[CH:7][C:6]([CH2:9][C@@H:10]3[C@@H:14]([CH2:15][C:16]4[CH:21]=[CH:20][C:19]([O:22][CH3:23])=[C:18]([O:24][CH3:25])[CH:17]=4)[CH2:13][O:12][C:11]3=[O:26])=[CH:5][C:4]=2[O:27][CH3:28])=[O:29])[CH2:35][CH2:34][CH2:33][CH2:32]1. The yield is 0.454.